This data is from Forward reaction prediction with 1.9M reactions from USPTO patents (1976-2016). The task is: Predict the product of the given reaction. Given the reactants Br[C:2]1[CH:3]=[C:4]([CH:7]=[CH:8][C:9]=1[CH3:10])[C:5]#[N:6].C1C=CC(P(C2C=CC=CC=2)C2C=CC=CC=2)=CC=1.C1COCC1.[Si:35]([C:39]#[CH:40])([CH3:38])([CH3:37])[CH3:36], predict the reaction product. The product is: [CH3:10][C:9]1[CH:8]=[CH:7][C:4]([C:5]#[N:6])=[CH:3][C:2]=1[C:40]#[C:39][Si:35]([CH3:38])([CH3:37])[CH3:36].